Dataset: Catalyst prediction with 721,799 reactions and 888 catalyst types from USPTO. Task: Predict which catalyst facilitates the given reaction. (1) Reactant: C(OC(=O)[NH:7][C:8]1[CH:13]=[C:12]([Cl:14])[C:11]([C:15]([F:18])([F:17])[F:16])=[CH:10][C:9]=1[NH:19][C:20](=[O:43])[CH2:21][C:22](=O)[C:23]1[CH:28]=[CH:27][CH:26]=[C:25]([N:29]2[C:33]([CH2:34][O:35]C3CCCCO3)=[CH:32][N:31]=[N:30]2)[CH:24]=1)(C)(C)C.C(O)(C(F)(F)F)=O. Product: [Cl:14][C:12]1[C:11]([C:15]([F:18])([F:17])[F:16])=[CH:10][C:9]2[NH:19][C:20](=[O:43])[CH2:21][C:22]([C:23]3[CH:28]=[CH:27][CH:26]=[C:25]([N:29]4[C:33]([CH2:34][OH:35])=[CH:32][N:31]=[N:30]4)[CH:24]=3)=[N:7][C:8]=2[CH:13]=1. The catalyst class is: 2. (2) The catalyst class is: 44. Reactant: CCN(C(C)C)C(C)C.[Cl:10][C:11]1[C:12]([C:30]2[CH:31]=[N:32][N:33]3[CH:38]=[CH:37][CH:36]=[CH:35][C:34]=23)=[N:13][C:14]([NH:17][C:18]2[CH:23]=[C:22]([N+:24]([O-:26])=[O:25])[C:21](F)=[CH:20][C:19]=2[O:28][CH3:29])=[N:15][CH:16]=1.Cl.Cl.[CH3:41][N:42]([CH3:47])[CH:43]1[CH2:46][NH:45][CH2:44]1.CN(C)C1CNC1. Product: [Cl:10][C:11]1[C:12]([C:30]2[CH:31]=[N:32][N:33]3[CH:38]=[CH:37][CH:36]=[CH:35][C:34]=23)=[N:13][C:14]([NH:17][C:18]2[CH:23]=[C:22]([N+:24]([O-:26])=[O:25])[C:21]([N:45]3[CH2:46][CH:43]([N:42]([CH3:47])[CH3:41])[CH2:44]3)=[CH:20][C:19]=2[O:28][CH3:29])=[N:15][CH:16]=1. (3) Reactant: [CH3:1][CH2:2][CH2:3][C:4](Cl)=[O:5].[C:7]1([C:13]2[CH:14]=[C:15]3[C:21]([NH2:22])=[N:20][NH:19][C:16]3=[N:17][CH:18]=2)[CH:12]=[CH:11][CH:10]=[CH:9][CH:8]=1.Cl. Product: [C:7]1([C:13]2[CH:14]=[C:15]3[C:21]([NH:22][C:4](=[O:5])[CH2:3][CH2:2][CH3:1])=[N:20][NH:19][C:16]3=[N:17][CH:18]=2)[CH:8]=[CH:9][CH:10]=[CH:11][CH:12]=1. The catalyst class is: 17. (4) Reactant: [C:1]([O:5][C:6](=[O:23])[NH:7][CH:8]([C:14]1[C:19]([CH2:20][OH:21])=[CH:18][C:17]([Cl:22])=[CH:16][N:15]=1)[CH:9]1[CH2:13][CH2:12][O:11][CH2:10]1)([CH3:4])([CH3:3])[CH3:2].CCN(CC)CC.[C:31]1([CH3:41])[CH:36]=[CH:35][C:34]([S:37]([Cl:40])(=[O:39])=[O:38])=[CH:33][CH:32]=1. Product: [C:1]([O:5][C:6]([NH:7][CH:8]([CH:9]1[CH2:13][CH2:12][O:11][CH2:10]1)[C:14]1[C:19]([CH2:20][O:21][S:37]([C:34]2[CH:35]=[CH:36][C:31]([CH3:41])=[CH:32][CH:33]=2)(=[O:39])=[O:38])=[CH:18][C:17]([Cl:22])=[CH:16][N:15]=1)=[O:23])([CH3:4])([CH3:2])[CH3:3].[C:1]([O:5][C:6](=[O:23])[NH:7][CH:8]([C:14]1[C:19]([CH2:20][Cl:40])=[CH:18][C:17]([Cl:22])=[CH:16][N:15]=1)[CH:9]1[CH2:13][CH2:12][O:11][CH2:10]1)([CH3:4])([CH3:3])[CH3:2]. The catalyst class is: 2. (5) Reactant: [NH2:1][C:2]1[N:7]=[CH:6][N:5]=[C:4]2[N:8]([CH:12]([C:14]3[CH:21]=[C:20]([CH3:22])[C:17]([C:18]#[N:19])=[C:16]([CH:23]4[CH2:26][NH:25][CH2:24]4)[C:15]=3[O:27][CH2:28][CH3:29])[CH3:13])[N:9]=[C:10]([CH3:11])[C:3]=12.[CH3:30][C:31]([CH3:33])=O.C([BH3-])#N.[Na+]. Product: [NH2:1][C:2]1[N:7]=[CH:6][N:5]=[C:4]2[N:8]([CH:12]([C:14]3[CH:21]=[C:20]([CH3:22])[C:17]([C:18]#[N:19])=[C:16]([CH:23]4[CH2:26][N:25]([CH:31]([CH3:33])[CH3:30])[CH2:24]4)[C:15]=3[O:27][CH2:28][CH3:29])[CH3:13])[N:9]=[C:10]([CH3:11])[C:3]=12. The catalyst class is: 5. (6) Reactant: [I:1][C:2]1[CH:7]=[CH:6][C:5]([N:8]2[CH:12]=[C:11]([Si](C)(C)C)[N:10]=[N:9]2)=[CH:4][CH:3]=1.[F-].C([N+](CCCC)(CCCC)CCCC)CCC. Product: [I:1][C:2]1[CH:3]=[CH:4][C:5]([N:8]2[CH:12]=[CH:11][N:10]=[N:9]2)=[CH:6][CH:7]=1. The catalyst class is: 25. (7) Reactant: [F:1][C:2]1[CH:7]=[CH:6][C:5](I)=[CH:4][C:3]=1[CH3:9].[OH:10][C:11]1[CH:16]=[CH:15][C:14](B(O)O)=[CH:13][CH:12]=1.C(=O)([O-])[O-].[K+].[K+]. Product: [OH:10][C:11]1[CH:16]=[CH:15][C:14]([C:5]2[CH:6]=[CH:7][C:2]([F:1])=[C:3]([CH3:9])[CH:4]=2)=[CH:13][CH:12]=1. The catalyst class is: 235. (8) Reactant: [CH:1]1([C:4]([N:6]2[CH2:10][CH2:9][C@@H:8]([CH2:11][NH:12][C:13]3[C:14]([NH2:20])=[CH:15][CH:16]=[C:17]([CH3:19])[CH:18]=3)[CH2:7]2)=[O:5])[CH2:3][CH2:2]1.[OH:21][C:22]1[CH:23]=[C:24]([C:28]2[CH:35]=[CH:34][C:31]([CH:32]=O)=[CH:30][CH:29]=2)[CH:25]=[CH:26][CH:27]=1.OOS([O-])=O.[K+].C([O-])([O-])=O.[K+].[K+]. Product: [CH:1]1([C:4]([N:6]2[CH2:10][CH2:9][C@@H:8]([CH2:11][N:12]3[C:13]4[CH:18]=[C:17]([CH3:19])[CH:16]=[CH:15][C:14]=4[N:20]=[C:32]3[C:31]3[CH:30]=[CH:29][C:28]([C:24]4[CH:25]=[CH:26][CH:27]=[C:22]([OH:21])[CH:23]=4)=[CH:35][CH:34]=3)[CH2:7]2)=[O:5])[CH2:3][CH2:2]1. The catalyst class is: 18. (9) Reactant: [CH2:1]([O:3][C:4](=[O:13])[C:5]([C:7]1[CH:12]=[CH:11][CH:10]=[CH:9][CH:8]=1)=[CH2:6])[CH3:2].[CH2:14]([NH2:21])[C:15]1[CH:20]=[CH:19][CH:18]=[CH:17][CH:16]=1.O. Product: [CH2:1]([O:3][C:4](=[O:13])[CH:5]([C:7]1[CH:12]=[CH:11][CH:10]=[CH:9][CH:8]=1)[CH2:6][NH:21][CH2:14][C:15]1[CH:20]=[CH:19][CH:18]=[CH:17][CH:16]=1)[CH3:2]. The catalyst class is: 11. (10) Reactant: [CH3:1][N:2]1[C:6]([NH:7][C:8]([C:21]2[CH:26]=[CH:25][CH:24]=[CH:23][CH:22]=2)([C:15]2[CH:20]=[CH:19][CH:18]=[CH:17][CH:16]=2)[C:9]2[CH:14]=[CH:13][CH:12]=[CH:11][CH:10]=2)=[C:5](/[CH:27]=[CH:28]/[C:29]([O:31][CH2:32][CH3:33])=[O:30])[CH:4]=[N:3]1. Product: [CH3:1][N:2]1[C:6]([NH:7][C:8]([C:9]2[CH:10]=[CH:11][CH:12]=[CH:13][CH:14]=2)([C:21]2[CH:26]=[CH:25][CH:24]=[CH:23][CH:22]=2)[C:15]2[CH:16]=[CH:17][CH:18]=[CH:19][CH:20]=2)=[C:5]([CH2:27][CH2:28][C:29]([O:31][CH2:32][CH3:33])=[O:30])[CH:4]=[N:3]1. The catalyst class is: 178.